This data is from Forward reaction prediction with 1.9M reactions from USPTO patents (1976-2016). The task is: Predict the product of the given reaction. (1) Given the reactants [CH3:1][C:2]1[N:6]([CH2:7][C:8]2[CH:13]=[CH:12][C:11]([CH3:14])=[CH:10][CH:9]=2)[N:5]=[C:4]([CH:15]=O)[CH:3]=1.[Br:17][C:18]1[CH:23]=[CH:22][C:21]([NH2:24])=[C:20]([NH2:25])[CH:19]=1.S(=O)(O)[O-].[Na+], predict the reaction product. The product is: [Br:17][C:18]1[CH:23]=[CH:22][C:21]2[N:24]=[C:15]([C:4]3[CH:3]=[C:2]([CH3:1])[N:6]([CH2:7][C:8]4[CH:13]=[CH:12][C:11]([CH3:14])=[CH:10][CH:9]=4)[N:5]=3)[NH:25][C:20]=2[CH:19]=1. (2) Given the reactants [Se-2:1].[Na+].[Na+].Cl[C:5]([C:11]([CH3:14])([CH3:13])[CH3:12])=[CH:6][C:7]([O:9]C)=O.Cl[CH2:16][C:17]#[N:18].C[O-].[Na+].Cl, predict the reaction product. The product is: [C:11]([C:5]1[Se:1][C:16]([C:17]#[N:18])=[C:7]([OH:9])[CH:6]=1)([CH3:14])([CH3:13])[CH3:12]. (3) Given the reactants Br[C:2]1[CH:3]=[C:4]([CH:21]=[C:22]([CH:24]=[CH:25][CH:26]2[CH2:30][CH2:29][CH2:28][N:27]2[CH3:31])[CH:23]=1)[CH2:5][O:6][C:7]1[CH:12]=[CH:11][CH:10]=[CH:9][C:8]=1[CH2:13][C:14]([O:16][C:17]([CH3:20])([CH3:19])[CH3:18])=[O:15].[C:32]([O:36][C:37]([NH:39][C@@H:40]([C:42]1[C:43]([F:71])=[C:44](C2C=C(O)C=C(COC3C=CC=CC=3CC(OC(C)(C)C)=O)C=2)[CH:45]=[CH:46][CH:47]=1)[CH3:41])=[O:38])([CH3:35])([CH3:34])[CH3:33], predict the reaction product. The product is: [C:32]([O:36][C:37]([NH:39][CH:40]([C:42]1[C:43]([F:71])=[C:44]([C:2]2[CH:23]=[C:22]([CH:24]=[CH:25][C@H:26]3[CH2:30][CH2:29][CH2:28][N:27]3[CH3:31])[CH:21]=[C:4]([CH2:5][O:6][C:7]3[CH:12]=[CH:11][CH:10]=[CH:9][C:8]=3[CH2:13][C:14]([O:16][C:17]([CH3:19])([CH3:20])[CH3:18])=[O:15])[CH:3]=2)[CH:45]=[CH:46][CH:47]=1)[CH3:41])=[O:38])([CH3:33])([CH3:34])[CH3:35]. (4) Given the reactants [CH3:1][C:2]1[CH:3]=[C:4]([CH:9]=[C:10]([C:14]2[CH:19]=[CH:18][C:17]([O:20][C:21]3[CH:26]=[CH:25][C:24]([CH:27]=O)=[CH:23][CH:22]=3)=[CH:16][CH:15]=2)[C:11]([OH:13])=[O:12])[CH:5]=[C:6]([CH3:8])[CH:7]=1.[S:29]1[CH2:33][C:32](=[O:34])[NH:31][C:30]1=[O:35].C(O)(=O)C1C=CC=CC=1.N1CCCCC1, predict the reaction product. The product is: [CH3:8][C:6]1[CH:5]=[C:4]([CH:9]=[C:10]([C:14]2[CH:19]=[CH:18][C:17]([O:20][C:21]3[CH:22]=[CH:23][C:24]([CH:27]=[C:33]4[S:29][C:30](=[O:35])[NH:31][C:32]4=[O:34])=[CH:25][CH:26]=3)=[CH:16][CH:15]=2)[C:11]([OH:13])=[O:12])[CH:3]=[C:2]([CH3:1])[CH:7]=1. (5) Given the reactants [N:1]1[CH:6]=[CH:5][CH:4]=[C:3]([CH2:7][OH:8])[CH:2]=1.[H-].[Na+].[NH2:11][C:12]1[C:21](Cl)=[N:20][C:19]2[C:14](=[CH:15][CH:16]=[CH:17][CH:18]=2)[N:13]=1.[Cl-].[NH4+], predict the reaction product. The product is: [NH2:11][C:12]1[C:21]([O:8][CH2:7][C:3]2[CH:2]=[N:1][CH:6]=[CH:5][CH:4]=2)=[N:20][C:19]2[C:14](=[CH:15][CH:16]=[CH:17][CH:18]=2)[N:13]=1.